Dataset: Reaction yield outcomes from USPTO patents with 853,638 reactions. Task: Predict the reaction yield, written as a fraction of the theoretical maximum amount of product (1.0 means a 100% yield; for example, 0.34 means a 34% yield). (1) The reactants are [CH2:1]([O:3][C:4]1[CH:5]=[C:6]([CH2:20][NH2:21])[CH:7]=[CH:8][C:9]=1[O:10][CH2:11][C:12]1[CH:13]=[N:14][C:15]([O:18][CH3:19])=[CH:16][CH:17]=1)[CH3:2].Cl[C:23]1[C:28]([N+:29]([O-:31])=[O:30])=[CH:27][C:26]([I:32])=[CH:25][N:24]=1.C(N(CC)C(C)C)(C)C. The catalyst is C(#N)C. The product is [CH2:1]([O:3][C:4]1[CH:5]=[C:6]([CH:7]=[CH:8][C:9]=1[O:10][CH2:11][C:12]1[CH:13]=[N:14][C:15]([O:18][CH3:19])=[CH:16][CH:17]=1)[CH2:20][NH:21][C:23]1[C:28]([N+:29]([O-:31])=[O:30])=[CH:27][C:26]([I:32])=[CH:25][N:24]=1)[CH3:2]. The yield is 0.850. (2) The reactants are [N:1]1([CH2:14][C@H:15](O)[CH3:16])[C:9]2[C:4](=[CH:5][CH:6]=[C:7]3[O:13][CH2:12][CH:11]=[CH:10][C:8]3=2)[CH:3]=[N:2]1.C(N(CC)CC)C.CS(OS(C)(=O)=O)(=O)=O.[N-:34]=[N+:35]=[N-:36].[Na+]. The catalyst is C1COCC1. The product is [N:34]([C@@H:15]([CH3:16])[CH2:14][N:1]1[C:9]2[C:4](=[CH:5][CH:6]=[C:7]3[O:13][CH2:12][CH:11]=[CH:10][C:8]3=2)[CH:3]=[N:2]1)=[N+:35]=[N-:36]. The yield is 0.390.